This data is from Catalyst prediction with 721,799 reactions and 888 catalyst types from USPTO. The task is: Predict which catalyst facilitates the given reaction. (1) Reactant: [OH-].[Na+].C[O:4][C:5]([C:7]1([NH:13][C:14]([C:16]2[CH:20]=[CH:19][O:18][CH:17]=2)=[O:15])[CH2:12][CH2:11][CH2:10][CH2:9][CH2:8]1)=[O:6].CCOCC. Product: [O:18]1[CH:19]=[CH:20][C:16]([C:14]([NH:13][C:7]2([C:5]([OH:6])=[O:4])[CH2:12][CH2:11][CH2:10][CH2:9][CH2:8]2)=[O:15])=[CH:17]1. The catalyst class is: 7. (2) Reactant: [NH2:1][CH2:2][CH2:3][C:4]#[N:5].[NH:6]([C:22]([O:24][C:25]([CH3:28])([CH3:27])[CH3:26])=[O:23])[C@H:7]([C:19](O)=[O:20])[CH2:8][C:9]1[CH:18]=[C:17]2[C:12]([CH:13]=[CH:14][CH:15]=[CH:16]2)=[CH:11][CH:10]=1.CN(C(ON1N=NC2C=CC=CC1=2)=[N+](C)C)C.F[P-](F)(F)(F)(F)F.CCN(CC)CC. Product: [C:25]([O:24][C:22](=[O:23])[NH:6][CH:7]([C:19](=[O:20])[NH:5][CH2:4][CH2:3][C:2]#[N:1])[CH2:8][C:9]1[CH:10]=[CH:11][C:12]2[C:17](=[CH:16][CH:15]=[CH:14][CH:13]=2)[CH:18]=1)([CH3:26])([CH3:28])[CH3:27]. The catalyst class is: 31. (3) Reactant: N1C=CC=CC=1.Cl[C:8]([C:10]1[CH:11]=[CH:12][C:13]([NH:20][C:21](=[O:26])[C:22]([F:25])([F:24])[F:23])=[C:14]([CH:19]=1)[C:15]([O:17][CH3:18])=[O:16])=[O:9].[CH2:27]([O:34][C:35]1[C:43]2[N:39]([CH:40]=[C:41]([CH3:46])[C:42]=2[O:44][CH3:45])[CH:38]=[CH:37][CH:36]=1)[C:28]1[CH:33]=[CH:32][CH:31]=[CH:30][CH:29]=1. Product: [CH2:27]([O:34][C:35]1[C:43]2[N:39]([C:40]([C:8]([C:10]3[CH:11]=[CH:12][C:13]([NH:20][C:21](=[O:26])[C:22]([F:25])([F:24])[F:23])=[C:14]([CH:19]=3)[C:15]([O:17][CH3:18])=[O:16])=[O:9])=[C:41]([CH3:46])[C:42]=2[O:44][CH3:45])[CH:38]=[CH:37][CH:36]=1)[C:28]1[CH:33]=[CH:32][CH:31]=[CH:30][CH:29]=1. The catalyst class is: 429.